The task is: Predict which catalyst facilitates the given reaction.. This data is from Catalyst prediction with 721,799 reactions and 888 catalyst types from USPTO. (1) Reactant: FC(F)(F)C([O-])=O.[CH3:8][C:9]1[N:10]=[C:11]([NH2:27])[S:12][C:13]=1[C:14]1[N:15]=[C:16]([C:19]([N:21]2[CH2:26][CH2:25][O:24][CH2:23][CH2:22]2)=[O:20])[S:17][CH:18]=1.[CH:28]1[N:32]=[CH:31][N:30]([C:33](N2C=NC=C2)=[O:34])[CH:29]=1.C(N(CC)CC)C. Product: [CH3:8][C:9]1[N:10]=[C:11]([NH:27][C:33]([N:30]2[CH:29]=[CH:28][N:32]=[CH:31]2)=[O:34])[S:12][C:13]=1[C:14]1[N:15]=[C:16]([C:19]([N:21]2[CH2:26][CH2:25][O:24][CH2:23][CH2:22]2)=[O:20])[S:17][CH:18]=1. The catalyst class is: 59. (2) Product: [CH2:14]([N:21]1[C:25]2[CH:26]=[CH:27][C:28]3[CH2:29][CH2:30][C:31](=[CH:5][C:3]#[N:4])[C:32]=3[C:24]=2[N:23]=[C:22]1[CH3:34])[C:15]1[CH:20]=[CH:19][CH:18]=[CH:17][CH:16]=1. The catalyst class is: 30. Reactant: [H-].[Na+].[C:3]([CH2:5]P(=O)(OCC)OCC)#[N:4].[CH2:14]([N:21]1[C:25]2[CH:26]=[CH:27][C:28]3[CH2:29][CH2:30][C:31](=O)[C:32]=3[C:24]=2[N:23]=[C:22]1[CH3:34])[C:15]1[CH:20]=[CH:19][CH:18]=[CH:17][CH:16]=1. (3) Reactant: [F:1][C:2]([F:8])([F:7])[S:3]([O-:6])(=[O:5])=[O:4].F[C:10]1[CH:15]=[CH:14][C:13]([S+:16]([C:23]2[CH:28]=[CH:27]C=[CH:25][CH:24]=2)[C:17]2[CH:22]=[CH:21][CH:20]=[CH:19][CH:18]=2)=[CH:12][CH:11]=1.[OH-].[Na+].[O:31]1[C:35]2([CH2:40][CH2:39][CH2:38][CH:37](S)[CH2:36]2)[O:34][CH2:33][CH2:32]1. Product: [F:1][C:2]([F:8])([F:7])[S:3]([O-:6])(=[O:5])=[O:4].[O:31]1[C:35]2([CH2:40][CH2:39][CH2:38][CH:37]([S:3]([C:2]3[CH:27]=[CH:28][C:23]([S+:16]([C:17]4[CH:22]=[CH:21][CH:20]=[CH:19][CH:18]=4)[C:13]4[CH:12]=[CH:11][CH:10]=[CH:15][CH:14]=4)=[CH:24][CH:25]=3)(=[O:6])=[O:4])[CH2:36]2)[O:34][CH2:33][CH2:32]1. The catalyst class is: 4. (4) Reactant: [CH:1]1([CH2:7][C@H:8]([N:12]2[CH2:16][C:15]([O:17][C:18]3[CH:19]=[N:20][C:21]([CH3:24])=[CH:22][CH:23]=3)=[CH:14][C:13]2=[O:25])[C:9]([OH:11])=O)[CH2:6][CH2:5][CH2:4][CH2:3][CH2:2]1.Cl.[CH3:27]N(C)CCCN=C=NCC.C(N(CC)C(C)C)(C)C.ON1C2C=CC=CC=2N=N1.Cl.[OH:58][C@@H:59]([CH2:89]O)[CH2:60][N:61]1[CH:65]=[CH:64][C:63]([NH:66]C(=O)[C@@H](N2CC(OC3C=CC=C(Cl)C=3Cl)=CC2=O)CC(C)C)=[N:62]1. Product: [CH:1]1([CH2:7][C@H:8]([N:12]2[CH2:16][C:15]([O:17][C:18]3[CH:19]=[N:20][C:21]([CH3:24])=[CH:22][CH:23]=3)=[CH:14][C:13]2=[O:25])[C:9]([NH:66][C:63]2[CH:64]=[CH:65][N:61]([CH2:60][C:59]([OH:58])([CH3:89])[CH3:27])[N:62]=2)=[O:11])[CH2:6][CH2:5][CH2:4][CH2:3][CH2:2]1. The catalyst class is: 96. (5) Reactant: [CH3:1][O:2][C:3]1[N:8]=[CH:7][C:6](B(O)O)=[CH:5][CH:4]=1.Br[C:13]1[CH:18]=[CH:17][C:16]([N+:19]([O-:21])=[O:20])=[C:15]([F:22])[CH:14]=1.C([O-])([O-])=O.[Na+].[Na+].CCOC(C)=O. Product: [F:22][C:15]1[CH:14]=[C:13]([C:6]2[CH:5]=[CH:4][C:3]([O:2][CH3:1])=[N:8][CH:7]=2)[CH:18]=[CH:17][C:16]=1[N+:19]([O-:21])=[O:20]. The catalyst class is: 600.